Dataset: Peptide-MHC class II binding affinity with 134,281 pairs from IEDB. Task: Regression. Given a peptide amino acid sequence and an MHC pseudo amino acid sequence, predict their binding affinity value. This is MHC class II binding data. (1) The peptide sequence is FSTGLIIQGLKLMNS. The MHC is DRB4_0101 with pseudo-sequence QEFFIASGAAVDAIMEACNIYYDLRRETYYVVFT. The binding affinity (normalized) is 0.698. (2) The peptide sequence is VFLGSAYGIPKVPPG. The MHC is HLA-DPA10201-DPB11401 with pseudo-sequence HLA-DPA10201-DPB11401. The binding affinity (normalized) is 0.490. (3) The peptide sequence is EGHHLASAAILGHDG. The MHC is DRB1_0901 with pseudo-sequence DRB1_0901. The binding affinity (normalized) is 0.458. (4) The MHC is HLA-DQA10303-DQB10402 with pseudo-sequence HLA-DQA10303-DQB10402. The binding affinity (normalized) is 0.368. The peptide sequence is EEQEQWKTANEAVQD. (5) The peptide sequence is FNILTGKKITAHLKRHHHHHH. The MHC is DRB1_0801 with pseudo-sequence DRB1_0801. The binding affinity (normalized) is 0.562. (6) The peptide sequence is SLYGRHNCRCCWFAN. The MHC is DRB1_0101 with pseudo-sequence DRB1_0101. The binding affinity (normalized) is 0.185.